This data is from Forward reaction prediction with 1.9M reactions from USPTO patents (1976-2016). The task is: Predict the product of the given reaction. Given the reactants [Br:1][C:2]1[CH:7]=[C:6]([CH3:8])[CH:5]=[C:4]([I:9])[C:3]=1[OH:10].[CH2:11](Br)[CH:12]=[CH:13][C:14]1[CH:19]=[CH:18][CH:17]=[CH:16][CH:15]=1.C(N(C(C)C)CC)(C)C, predict the reaction product. The product is: [Br:1][C:2]1[CH:7]=[C:6]([CH3:8])[CH:5]=[C:4]([I:9])[C:3]=1[O:10][CH2:11][CH:12]=[CH:13][C:14]1[CH:19]=[CH:18][CH:17]=[CH:16][CH:15]=1.